Task: Binary Classification. Given a T-cell receptor sequence (or CDR3 region) and an epitope sequence, predict whether binding occurs between them.. Dataset: TCR-epitope binding with 47,182 pairs between 192 epitopes and 23,139 TCRs (1) The epitope is IQYIDIGNY. The TCR CDR3 sequence is CASSSGTGSSNQPQHF. Result: 1 (the TCR binds to the epitope). (2) The epitope is ITEEVGHTDLMAAY. The TCR CDR3 sequence is CASSFNSYEQYF. Result: 0 (the TCR does not bind to the epitope). (3) The epitope is LQPFPQPELPYPQPQ. The TCR CDR3 sequence is CASSQEMSSYNEQFF. Result: 0 (the TCR does not bind to the epitope). (4) The epitope is RPRGEVRFL. The TCR CDR3 sequence is CASSPQGGELFF. Result: 0 (the TCR does not bind to the epitope). (5) Result: 1 (the TCR binds to the epitope). The TCR CDR3 sequence is CASSIFGEQFF. The epitope is GLIYNRMGAVTTEV.